Task: Predict the reactants needed to synthesize the given product.. Dataset: Full USPTO retrosynthesis dataset with 1.9M reactions from patents (1976-2016) (1) Given the product [CH3:1][C@H:2]([NH2:9])[C:3]1[CH:8]=[CH:7][CH:6]=[CH:5][CH:4]=1, predict the reactants needed to synthesize it. The reactants are: [CH3:1][C@@H:2]([NH2:9])[C:3]1[CH:8]=[CH:7][CH:6]=[CH:5][CH:4]=1.Cl.CC(N)C1C=CC=CC=1. (2) Given the product [Cl:38][C:32]1[CH:33]=[C:34]([O:10][CH2:9][CH2:8][C@H:7]([O:6][C:5]2[CH:16]=[CH:17][C:2]([Cl:1])=[CH:3][C:4]=2[O:18][C:19]2[CH:24]=[CH:23][CH:22]=[CH:21][CH:20]=2)[CH3:15])[CH:35]=[CH:36][C:31]=1[CH2:30][CH2:29][C:28]([OH:39])=[O:27], predict the reactants needed to synthesize it. The reactants are: [Cl:1][C:2]1[CH:17]=[CH:16][C:5]([O:6][CH:7]([CH3:15])[CH2:8][CH2:9][O:10]S(C)(=O)=O)=[C:4]([O:18][C:19]2[CH:24]=[CH:23][CH:22]=[CH:21][CH:20]=2)[CH:3]=1.C([O:27][C:28](=[O:39])[CH2:29][CH2:30][C:31]1[CH:36]=[CH:35][C:34](O)=[CH:33][C:32]=1[Cl:38])C.C(=O)([O-])[O-].[Cs+].[Cs+].[OH-].[Na+].